This data is from Reaction yield outcomes from USPTO patents with 853,638 reactions. The task is: Predict the reaction yield, written as a fraction of the theoretical maximum amount of product (1.0 means a 100% yield; for example, 0.34 means a 34% yield). (1) The reactants are [C:1]([O:5][C:6]([NH:8][C:9]([CH3:17])([CH2:13][CH:14]([CH3:16])[CH3:15])[C:10](O)=[O:11])=[O:7])([CH3:4])([CH3:3])[CH3:2].CN1CCOCC1.ClC(OCC(C)C)=O.[BH4-].[Na+]. The catalyst is O1CCCC1.O.C(OCC)(=O)C. The product is [OH:11][CH2:10][C:9]([NH:8][C:6](=[O:7])[O:5][C:1]([CH3:2])([CH3:4])[CH3:3])([CH3:17])[CH2:13][CH:14]([CH3:15])[CH3:16]. The yield is 0.730. (2) The product is [F:15][C:12]([F:13])([F:14])[CH2:11][O:10][C:8]1[CH:7]=[C:6]([O:16][CH2:17][C:18]([F:21])([F:20])[F:19])[N:5]=[C:4]([NH:1][C:2](=[O:3])[N:27]([CH3:28])[C:26]2[CH:29]=[CH:30][C:23]([Br:22])=[CH:24][CH:25]=2)[N:9]=1. The catalyst is O1CCOCC1. The reactants are [N:1]([C:4]1[N:9]=[C:8]([O:10][CH2:11][C:12]([F:15])([F:14])[F:13])[CH:7]=[C:6]([O:16][CH2:17][C:18]([F:21])([F:20])[F:19])[N:5]=1)=[C:2]=[O:3].[Br:22][C:23]1[CH:30]=[CH:29][C:26]([NH:27][CH3:28])=[CH:25][CH:24]=1. The yield is 0.910. (3) The reactants are [Cl-].O[NH3+:3].[C:4](=[O:7])([O-])[OH:5].[Na+].CS(C)=O.[CH2:13]([C:17]1[N:18]=[C:19]([CH:48]2[CH2:50][CH2:49]2)[N:20]([C:39]2[CH:40]=[CH:41][C:42]3[O:46][CH2:45][CH2:44][C:43]=3[CH:47]=2)[C:21](=[O:38])[C:22]=1[CH2:23][C:24]1[CH:29]=[CH:28][C:27]([C:30]2[C:31]([C:36]#[N:37])=[CH:32][CH:33]=[CH:34][CH:35]=2)=[CH:26][CH:25]=1)[CH2:14][CH2:15][CH3:16]. The catalyst is C(OCC)(=O)C. The product is [CH2:13]([C:17]1[N:18]=[C:19]([CH:48]2[CH2:49][CH2:50]2)[N:20]([C:39]2[CH:40]=[CH:41][C:42]3[O:46][CH2:45][CH2:44][C:43]=3[CH:47]=2)[C:21](=[O:38])[C:22]=1[CH2:23][C:24]1[CH:29]=[CH:28][C:27]([C:30]2[CH:35]=[CH:34][CH:33]=[CH:32][C:31]=2[C:36]2[NH:3][C:4](=[O:7])[O:5][N:37]=2)=[CH:26][CH:25]=1)[CH2:14][CH2:15][CH3:16]. The yield is 0.830. (4) The reactants are C(N(CC)C(C)C)(C)C.[F:10][CH2:11][CH2:12][N:13]1[C:25]2[CH2:24][CH2:23][CH:22]([CH:26]3[CH2:31][CH2:30][O:29][CH2:28][CH2:27]3)[CH2:21][C:20]=2[C:19]2[C:14]1=[CH:15][CH:16]=[C:17]([C:32](O)=[O:33])[CH:18]=2.Cl.[CH2:36]([NH:38][C:39](=[O:45])[CH2:40][CH2:41][CH2:42][NH:43][CH3:44])[CH3:37].CN(C(ON1N=NC2C=CC=NC1=2)=[N+](C)C)C.F[P-](F)(F)(F)(F)F. The catalyst is CN(C=O)C. The product is [CH2:36]([NH:38][C:39](=[O:45])[CH2:40][CH2:41][CH2:42][N:43]([CH3:44])[C:32]([C:17]1[CH:18]=[C:19]2[C:14](=[CH:15][CH:16]=1)[N:13]([CH2:12][CH2:11][F:10])[C:25]1[CH2:24][CH2:23][CH:22]([CH:26]3[CH2:27][CH2:28][O:29][CH2:30][CH2:31]3)[CH2:21][C:20]2=1)=[O:33])[CH3:37]. The yield is 0.170.